From a dataset of Peptide-MHC class I binding affinity with 185,985 pairs from IEDB/IMGT. Regression. Given a peptide amino acid sequence and an MHC pseudo amino acid sequence, predict their binding affinity value. This is MHC class I binding data. (1) The peptide sequence is IQFMHEQGY. The MHC is HLA-B08:02 with pseudo-sequence HLA-B08:02. The binding affinity (normalized) is 0.0847. (2) The peptide sequence is DAKNDDWKKY. The MHC is HLA-A31:01 with pseudo-sequence HLA-A31:01. The binding affinity (normalized) is 0. (3) The MHC is HLA-A11:01 with pseudo-sequence HLA-A11:01. The peptide sequence is IQTHCEVGY. The binding affinity (normalized) is 0.0847.